Dataset: Forward reaction prediction with 1.9M reactions from USPTO patents (1976-2016). Task: Predict the product of the given reaction. Given the reactants [F:1][C:2]1[CH:3]=[C:4]([CH:6]=[CH:7][C:8]=1[O:9][C:10]1[CH:15]=[CH:14][N:13]=[C:12]2[CH:16]=[C:17](I)[S:18][C:11]=12)[NH2:5].[CH3:20][N:21]1[CH2:26][CH2:25][N:24]([CH2:27][C:28]2[O:29][C:30]([Sn](CCCC)(CCCC)CCCC)=[CH:31][CH:32]=2)[CH2:23][CH2:22]1.O1CCOCC1, predict the reaction product. The product is: [F:1][C:2]1[CH:3]=[C:4]([NH2:5])[CH:6]=[CH:7][C:8]=1[O:9][C:10]1[CH:15]=[CH:14][N:13]=[C:12]2[CH:16]=[C:17]([C:30]3[O:29][C:28]([CH2:27][N:24]4[CH2:23][CH2:22][N:21]([CH3:20])[CH2:26][CH2:25]4)=[CH:32][CH:31]=3)[S:18][C:11]=12.